Dataset: Forward reaction prediction with 1.9M reactions from USPTO patents (1976-2016). Task: Predict the product of the given reaction. (1) Given the reactants Br[CH2:2][CH2:3][CH2:4][CH2:5][CH2:6][C:7]1[CH:12]=[CH:11][CH:10]=[CH:9][CH:8]=1.C(=O)([O-])[O-].[K+].[K+].[C:19]([C:21]1[CH:26]=[CH:25][C:24]([CH2:27][CH2:28][CH:29](/[CH:41]=[CH:42]/[C:43]2[CH:48]=[CH:47][CH:46]=[CH:45][C:44]=2[OH:49])[CH2:30][C:31]2[CH:40]=[CH:39][C:34]([C:35]([O:37][CH3:38])=[O:36])=[CH:33][CH:32]=2)=[CH:23][CH:22]=1)#[N:20], predict the reaction product. The product is: [C:19]([C:21]1[CH:26]=[CH:25][C:24]([CH2:27][CH2:28][CH:29](/[CH:41]=[CH:42]/[C:43]2[CH:48]=[CH:47][CH:46]=[CH:45][C:44]=2[O:49][CH2:2][CH2:3][CH2:4][CH2:5][CH2:6][C:7]2[CH:12]=[CH:11][CH:10]=[CH:9][CH:8]=2)[CH2:30][C:31]2[CH:32]=[CH:33][C:34]([C:35]([O:37][CH3:38])=[O:36])=[CH:39][CH:40]=2)=[CH:23][CH:22]=1)#[N:20]. (2) Given the reactants Br[C:2]1[S:6][CH:5]=[N:4][C:3]=1[C:7]([O:9][CH2:10][CH3:11])=[O:8].C([Sn](CCCC)(CCCC)[C:17]1[S:18][CH:19]=[CH:20][N:21]=1)CCC.O, predict the reaction product. The product is: [S:18]1[CH:19]=[CH:20][N:21]=[C:17]1[C:2]1[S:6][CH:5]=[N:4][C:3]=1[C:7]([O:9][CH2:10][CH3:11])=[O:8].